From a dataset of Catalyst prediction with 721,799 reactions and 888 catalyst types from USPTO. Predict which catalyst facilitates the given reaction. (1) Reactant: [CH3:1][S-:2].[Na+].[CH2:4]([O:6][C:7](=[O:29])[C:8]1[CH:13]=[C:12]([Cl:14])[C:11]([N:15]2[CH2:20][CH2:19][CH:18]([C:21]([O:23][C:24]([CH3:27])([CH3:26])[CH3:25])=[O:22])[CH2:17][CH2:16]2)=[N:10][C:9]=1Cl)[CH3:5]. Product: [CH2:4]([O:6][C:7](=[O:29])[C:8]1[CH:13]=[C:12]([Cl:14])[C:11]([N:15]2[CH2:20][CH2:19][CH:18]([C:21]([O:23][C:24]([CH3:27])([CH3:26])[CH3:25])=[O:22])[CH2:17][CH2:16]2)=[N:10][C:9]=1[S:2][CH3:1])[CH3:5]. The catalyst class is: 16. (2) Reactant: [CH3:1][N:2]1[CH2:7][CH2:6][CH:5]([OH:8])[CH2:4][CH2:3]1.[H-].[Na+].[O:11]1[CH:15]=[CH:14][CH:13]=[C:12]1[CH2:16][NH:17][C:18]1[N:23]=[C:22](Cl)[N:21]=[C:20]([O:25][CH2:26][CH3:27])[N:19]=1.O. Product: [CH2:26]([O:25][C:20]1[N:21]=[C:22]([O:8][CH:5]2[CH2:6][CH2:7][N:2]([CH3:1])[CH2:3][CH2:4]2)[N:23]=[C:18]([NH:17][CH2:16][C:12]2[O:11][CH:15]=[CH:14][CH:13]=2)[N:19]=1)[CH3:27]. The catalyst class is: 1. (3) Reactant: [C:1](/[N:3]=[C:4](\SC)/[NH:5][C:6]1[CH:11]=[CH:10][C:9]([S:12](=[O:17])(=[O:16])[N:13]([CH3:15])[CH3:14])=[CH:8][CH:7]=1)#[N:2].[NH2:20][NH2:21]. Product: [NH2:2][C:1]1[NH:21][N:20]=[C:4]([NH:5][C:6]2[CH:11]=[CH:10][C:9]([S:12]([N:13]([CH3:15])[CH3:14])(=[O:17])=[O:16])=[CH:8][CH:7]=2)[N:3]=1. The catalyst class is: 8. (4) Reactant: [F:1][C:2]([F:13])([F:12])[C:3]1[CH:10]=[C:9](I)[CH:8]=[CH:7][C:4]=1[C:5]#[N:6].[F:14][C:15]1([F:23])[C@H:19]([OH:20])[C@H:18]([CH3:21])[NH:17][C:16]1=[O:22].C1(P(C2C=CC=CC=2)C2C3OC4C(=CC=CC=4P(C4C=CC=CC=4)C4C=CC=CC=4)C(C)(C)C=3C=CC=2)C=CC=CC=1.C(=O)([O-])[O-].[Cs+].[Cs+]. Product: [F:1][C:2]([F:13])([F:12])[C:3]1[CH:10]=[C:9]([N:17]2[C@@H:18]([CH3:21])[C@@H:19]([OH:20])[C:15]([F:23])([F:14])[C:16]2=[O:22])[CH:8]=[CH:7][C:4]=1[C:5]#[N:6]. The catalyst class is: 110. (5) Reactant: [CH2:1]([N:8]1[CH2:17][C:16]([CH3:19])([CH3:18])[C:15]2[NH:14][C:13](=[O:20])[C:12](C(OCC)=O)=[C:11](O)[C:10]=2[CH2:9]1)[C:2]1[CH:7]=[CH:6][CH:5]=[CH:4][CH:3]=1.[ClH:27]. Product: [CH2:1]([N:8]1[CH2:17][C:16]([CH3:19])([CH3:18])[C:15]2[NH:14][C:13](=[O:20])[CH:12]=[C:11]([Cl:27])[C:10]=2[CH2:9]1)[C:2]1[CH:7]=[CH:6][CH:5]=[CH:4][CH:3]=1. The catalyst class is: 74. (6) Reactant: Cl[CH2:2][CH2:3][CH2:4][N:5]1[C:9]2[CH:10]=[CH:11][C:12]([N+:14]([O-:16])=[O:15])=[CH:13][C:8]=2[O:7][C:6]1=[O:17].[O-:18][CH2:19][CH3:20].[K+].CCOCC.O. Product: [CH2:19]([O:18][C:6]([N:5]1[C:9]2[CH:10]=[CH:11][C:12]([N+:14]([O-:16])=[O:15])=[CH:13][C:8]=2[O:7][CH2:2][CH2:3][CH2:4]1)=[O:17])[CH3:20]. The catalyst class is: 60. (7) Reactant: O1C=CC=C1C(Cl)=O.[O:9]1[CH:13]=[CH:12][CH:11]=[C:10]1[C:14]([N:16]=[C:17]=[S:18])=[O:15].[CH3:19][O:20][C:21]1[CH:22]=[C:23]2[C:28](=[CH:29][C:30]=1[O:31][CH3:32])[N:27]=[CH:26][CH:25]=[C:24]2[O:33][C:34]1[CH:40]=[CH:39][C:37]([NH2:38])=[CH:36][CH:35]=1.C1(C)C=CC=CC=1. Product: [O:9]1[CH:13]=[CH:12][CH:11]=[C:10]1[C:14]([N:16]=[C:17]=[S:18])=[O:15].[CH3:19][O:20][C:21]1[CH:22]=[C:23]2[C:28](=[CH:29][C:30]=1[O:31][CH3:32])[N:27]=[CH:26][CH:25]=[C:24]2[O:33][C:34]1[CH:35]=[CH:36][C:37]([NH:38][C:17]([NH:16][C:14]([C:10]2[O:9][CH:13]=[CH:12][CH:11]=2)=[O:15])=[S:18])=[CH:39][CH:40]=1. The catalyst class is: 8. (8) Reactant: [F:1][C:2]1[C:3]([CH3:14])=[N:4][C:5]2[C:10]([CH:11]=1)=[CH:9][CH:8]=[C:7]([O:12]C)[CH:6]=2.B(Br)(Br)[Br:16].CO. Product: [BrH:16].[F:1][C:2]1[C:3]([CH3:14])=[N:4][C:5]2[C:10]([CH:11]=1)=[CH:9][CH:8]=[C:7]([OH:12])[CH:6]=2. The catalyst class is: 2. (9) Reactant: [ClH:1].[NH:2]1[C:10]2[C:5](=[CH:6][CH:7]=[CH:8][CH:9]=2)[C:4]([C:11]2[CH2:12][CH2:13][N:14]([CH:17]3[CH2:22][CH2:21][C:20]([N:29]([CH3:31])[CH3:30])([C:23]4[CH:28]=[CH:27][CH:26]=[CH:25][CH:24]=4)[CH2:19][CH2:18]3)[CH2:15][CH:16]=2)=[CH:3]1.[Cl:32][Si](C)(C)C. The catalyst class is: 573. Product: [ClH:32].[ClH:1].[NH:2]1[C:10]2[C:5](=[CH:6][CH:7]=[CH:8][CH:9]=2)[C:4]([C:11]2[CH2:12][CH2:13][N:14]([CH:17]3[CH2:18][CH2:19][C:20]([N:29]([CH3:31])[CH3:30])([C:23]4[CH:28]=[CH:27][CH:26]=[CH:25][CH:24]=4)[CH2:21][CH2:22]3)[CH2:15][CH:16]=2)=[CH:3]1.